This data is from Catalyst prediction with 721,799 reactions and 888 catalyst types from USPTO. The task is: Predict which catalyst facilitates the given reaction. Reactant: [F:1][C:2]1[N:7]=[CH:6][C:5]([CH:8]([OH:27])[CH:9]([CH2:13][C:14]2[CH:19]=[CH:18][CH:17]=[C:16]([O:20][C:21]([F:26])([F:25])[CH:22]([F:24])[F:23])[CH:15]=2)C(O)=O)=[CH:4][CH:3]=1.C1(P(N=[N+]=[N-])(C2C=CC=CC=2)=O)C=CC=CC=1.C([N:47]([CH2:50]C)CC)C.[OH2:52]. Product: [F:1][C:2]1[N:7]=[CH:6][C:5]([CH:8]2[O:27][C:50](=[O:52])[NH:47][CH:9]2[CH2:13][C:14]2[CH:19]=[CH:18][CH:17]=[C:16]([O:20][C:21]([F:25])([F:26])[CH:22]([F:23])[F:24])[CH:15]=2)=[CH:4][CH:3]=1. The catalyst class is: 7.